Predict the product of the given reaction. From a dataset of Forward reaction prediction with 1.9M reactions from USPTO patents (1976-2016). (1) Given the reactants Cl[C:2]1[CH:3]=[C:4](C2[C:4]3[C:5](F)=[CH:6][C:7]([OH:8])=[C:2](F)[C:3]=3C3C(C)=NN(C(C)(C)C)C=3N=2)[CH:5]=[CH:6][C:7]=1[O:8]CC1C=CC=CC=1.C(=O)([O-])[O-].[K+].[K+].CS(OCC1CCN(C(OC(C)(C)C)=O)CC1)(=O)=O.C=O.Cl.[F:65][C:66]([F:71])([F:70])[C:67]([OH:69])=[O:68], predict the reaction product. The product is: [F:65][C:66]([F:71])([F:70])[C:67]([OH:69])=[O:68].[C:7]1([OH:8])[CH:6]=[CH:5][CH:4]=[CH:3][CH:2]=1. (2) The product is: [Br:16][CH2:12][CH:10]1[CH2:11][CH:9]1[C:5]1[CH:6]=[CH:7][CH:8]=[C:3]([C:2]([F:15])([F:14])[F:1])[CH:4]=1. Given the reactants [F:1][C:2]([F:15])([F:14])[C:3]1[CH:4]=[C:5]([CH:9]2[CH2:11][CH:10]2[CH2:12]O)[CH:6]=[CH:7][CH:8]=1.[Br:16]P(Br)Br, predict the reaction product. (3) The product is: [CH3:3][C:4]1[CH:8]=[C:7]([CH3:9])[NH:6][C:5]=1[CH:10]=[C:11]1[C:19]2[C:14](=[CH:15][CH:16]=[CH:17][CH:18]=2)[N:13]([CH3:22])[C:12]1=[O:20]. Given the reactants [H-].[Na+].[CH3:3][C:4]1[CH:8]=[C:7]([CH3:9])[NH:6][C:5]=1[CH:10]=[C:11]1[C:19]2[C:14](=[CH:15][CH:16]=[CH:17][CH:18]=2)[NH:13][C:12]1=[O:20].I[CH3:22].O, predict the reaction product. (4) Given the reactants C([O:3][C:4](=O)[C:5]([N:7]1[CH2:13][CH2:12][C:11]2[CH:14]=[C:15]([O:18][CH2:19][C:20]3[CH:25]=[CH:24][CH:23]=[C:22]([F:26])[CH:21]=3)[CH:16]=[CH:17][C:10]=2[CH2:9][CH2:8]1)=[O:6])C.Cl.FC1C=C(C=CC=1)COC1C=CC2CC[NH:41]CCC=2C=1.C([ClH]C(=O)C(Cl)=O)C, predict the reaction product. The product is: [F:26][C:22]1[CH:21]=[C:20]([CH:25]=[CH:24][CH:23]=1)[CH2:19][O:18][C:15]1[CH:16]=[CH:17][C:10]2[CH2:9][CH2:8][N:7]([C:5](=[O:6])[C:4]([NH2:41])=[O:3])[CH2:13][CH2:12][C:11]=2[CH:14]=1. (5) The product is: [CH3:7][C:5]1[S:4][C:3]([C:8]2[CH:9]=[CH:10][N:31]=[C:29]([NH:28][C:18]3[CH:19]=[CH:20][C:21]([N:22]4[CH2:23][CH2:24][O:25][CH2:26][CH2:27]4)=[C:16]([CH3:15])[CH:17]=3)[N:30]=2)=[C:2]([CH3:1])[N:6]=1. Given the reactants [CH3:1][C:2]1[N:6]=[C:5]([CH3:7])[S:4][C:3]=1/[CH:8]=[CH:9]/[C:10](N(C)C)=O.[CH3:15][C:16]1[CH:17]=[C:18]([NH:28][C:29]([NH2:31])=[NH:30])[CH:19]=[CH:20][C:21]=1[N:22]1[CH2:27][CH2:26][O:25][CH2:24][CH2:23]1, predict the reaction product. (6) Given the reactants [N:1]1[C:8]([Cl:9])=[N:7][C:5]([Cl:6])=[N:4][C:2]=1Cl.[CH2:10]([OH:17])[C:11]1[CH:16]=[CH:15][CH:14]=[CH:13][CH:12]=1.CCN(C(C)C)C(C)C.O, predict the reaction product. The product is: [CH2:10]([O:17][C:2]1[N:4]=[C:5]([Cl:6])[N:7]=[C:8]([Cl:9])[N:1]=1)[C:11]1[CH:16]=[CH:15][CH:14]=[CH:13][CH:12]=1.